From a dataset of Peptide-MHC class II binding affinity with 134,281 pairs from IEDB. Regression. Given a peptide amino acid sequence and an MHC pseudo amino acid sequence, predict their binding affinity value. This is MHC class II binding data. (1) The binding affinity (normalized) is 0.148. The MHC is HLA-DPA10301-DPB10402 with pseudo-sequence HLA-DPA10301-DPB10402. The peptide sequence is NIQIRLPWYSYLYAV. (2) The peptide sequence is GTILVKVEYKGEDAP. The MHC is DRB1_0901 with pseudo-sequence DRB1_0901. The binding affinity (normalized) is 0.147. (3) The MHC is HLA-DQA10201-DQB10202 with pseudo-sequence HLA-DQA10201-DQB10202. The peptide sequence is FIKVRQYDQILIEICGKKAIGTV. The binding affinity (normalized) is 0.0664. (4) The peptide sequence is SWITQGLLGALLLWMGI. The MHC is DRB1_1501 with pseudo-sequence DRB1_1501. The binding affinity (normalized) is 0.0685.